This data is from Peptide-MHC class I binding affinity with 185,985 pairs from IEDB/IMGT. The task is: Regression. Given a peptide amino acid sequence and an MHC pseudo amino acid sequence, predict their binding affinity value. This is MHC class I binding data. (1) The peptide sequence is KVPAQNAI. The MHC is Mamu-A02 with pseudo-sequence Mamu-A02. The binding affinity (normalized) is 0.239. (2) The binding affinity (normalized) is 0.313. The MHC is HLA-A68:02 with pseudo-sequence HLA-A68:02. The peptide sequence is SESTIDIIL. (3) The binding affinity (normalized) is 0.0847. The MHC is HLA-B08:02 with pseudo-sequence HLA-B08:02. The peptide sequence is ASSSNYNTY. (4) The peptide sequence is WTDYWQVTW. The MHC is Mamu-A2201 with pseudo-sequence Mamu-A2201. The binding affinity (normalized) is 0.171. (5) The peptide sequence is TSSDTYACW. The MHC is HLA-A01:01 with pseudo-sequence HLA-A01:01. The binding affinity (normalized) is 0.0847. (6) The peptide sequence is NRFAGFGIGL. The MHC is HLA-B27:05 with pseudo-sequence HLA-B27:05. The binding affinity (normalized) is 0.831. (7) The peptide sequence is WALDVPMYF. The MHC is HLA-C03:03 with pseudo-sequence HLA-C03:03. The binding affinity (normalized) is 1.00.